Dataset: Reaction yield outcomes from USPTO patents with 853,638 reactions. Task: Predict the reaction yield, written as a fraction of the theoretical maximum amount of product (1.0 means a 100% yield; for example, 0.34 means a 34% yield). (1) The reactants are Cl[CH2:2][C:3]1[CH:8]=[CH:7][CH:6]=[C:5]([O:9][C:10]2[CH:15]=[CH:14][CH:13]=[CH:12][CH:11]=2)[CH:4]=1.C(=O)([O-])[O-].[K+].[K+].[CH3:22][O:23][C:24]([C:26]1([OH:31])[CH2:30][CH2:29][NH:28][CH2:27]1)=[O:25]. The catalyst is CN(C=O)C. The product is [CH3:22][O:23][C:24]([C:26]1([OH:31])[CH2:30][CH2:29][N:28]([CH2:2][C:3]2[CH:8]=[CH:7][CH:6]=[C:5]([O:9][C:10]3[CH:15]=[CH:14][CH:13]=[CH:12][CH:11]=3)[CH:4]=2)[CH2:27]1)=[O:25]. The yield is 0.690. (2) The reactants are [CH2:1]([O:8][C:9]([NH:11][CH:12]([N:16]1C2C=CC=CC=2N=N1)[C:13](O)=[O:14])=[O:10])[C:2]1[CH:7]=[CH:6][CH:5]=[CH:4][CH:3]=1.C(Cl)(=O)C(Cl)=O.[C:31]([C:34]1[CH:40]=[CH:39][CH:38]=[C:37]([CH3:41])[C:35]=1[NH2:36])(=O)[CH3:32].CN1CCOCC1.N. The catalyst is O1CCCC1.CN(C)C=O. The product is [CH2:1]([O:8][C:9]([NH:11][CH:12]1[N:16]=[C:31]([CH3:32])[C:34]2[CH:40]=[CH:39][CH:38]=[C:37]([CH3:41])[C:35]=2[NH:36][C:13]1=[O:14])=[O:10])[C:2]1[CH:3]=[CH:4][CH:5]=[CH:6][CH:7]=1. The yield is 0.635. (3) The reactants are [OH:1][CH2:2][C:3]1([CH3:31])[S:9][CH2:8][CH2:7][N:6]2[C:10]([C:13]3([C:16]4[CH:21]=[CH:20][C:19]([C:22]5[CH:30]=[CH:29][C:25]([C:26](O)=[O:27])=[CH:24][N:23]=5)=[CH:18][CH:17]=4)[CH2:15][CH2:14]3)=[N:11][N:12]=[C:5]2[CH2:4]1.Cl.[CH3:33][NH:34][CH3:35].Cl.C(N=C=NCCCN(C)C)C.C(=O)([O-])O.[Na+]. The catalyst is CN(C)C=O. The product is [OH:1][CH2:2][C:3]1([CH3:31])[S:9][CH2:8][CH2:7][N:6]2[C:10]([C:13]3([C:16]4[CH:17]=[CH:18][C:19]([C:22]5[CH:30]=[CH:29][C:25]([C:26]([N:34]([CH3:35])[CH3:33])=[O:27])=[CH:24][N:23]=5)=[CH:20][CH:21]=4)[CH2:14][CH2:15]3)=[N:11][N:12]=[C:5]2[CH2:4]1. The yield is 0.960. (4) The product is [Cl:1][C:2]1[CH:3]=[C:4]([C:8]2[C:13]([O:14][CH:15]([F:16])[F:17])=[CH:12][CH:11]=[C:10]([CH2:18][C:19]3[CH:20]=[CH:21][C:22]([N:28]([CH3:27])[CH2:29][C:30]([NH2:32])=[O:31])=[N:23][CH:24]=3)[CH:9]=2)[CH:5]=[CH:6][CH:7]=1. The catalyst is ClCCl. The yield is 0.0300. The reactants are [Cl:1][C:2]1[CH:3]=[C:4]([C:8]2[C:13]([O:14][CH:15]([F:17])[F:16])=[CH:12][CH:11]=[C:10]([CH2:18][C:19]3[CH:20]=[CH:21][C:22](F)=[N:23][CH:24]=3)[CH:9]=2)[CH:5]=[CH:6][CH:7]=1.Cl.[CH3:27][NH:28][CH2:29][C:30]([NH2:32])=[O:31].N12CCCN=C1CCCCC2. (5) The reactants are [NH2:1][CH2:2][C@@H:3]([NH:12][C:13]1[CH:18]=[CH:17][C:16]([C:19]#[N:20])=[C:15]([Cl:21])[CH:14]=1)[CH2:4][C:5]([O:7][C:8]([CH3:11])([CH3:10])[CH3:9])=[O:6].[CH:22](=O)[C:23]1[CH:28]=[CH:27][CH:26]=[CH:25][CH:24]=1.[BH4-].[Na+]. The catalyst is CCO. The product is [Cl:21][C:15]1[CH:14]=[C:13]([NH:12][C@H:3]([CH2:2][NH:1][CH2:22][C:23]2[CH:28]=[CH:27][CH:26]=[CH:25][CH:24]=2)[CH2:4][C:5]([O:7][C:8]([CH3:10])([CH3:9])[CH3:11])=[O:6])[CH:18]=[CH:17][C:16]=1[C:19]#[N:20]. The yield is 0.590. (6) The reactants are [CH3:1][C:2]1[O:6][C:5]([C:7]2[CH:14]=[CH:13][C:10]([CH:11]=[O:12])=[CH:9][CH:8]=2)=[N:4][C:3]=1[CH2:15][N:16]1[C:24]2[C:19](=[CH:20][C:21]([C:25]([OH:34])([C:30]([F:33])([F:32])[F:31])[C:26]([F:29])([F:28])[F:27])=[CH:22][CH:23]=2)[CH:18]=[C:17]1[CH3:35].[CH3:36][Mg]Br. The catalyst is C1COCC1.C(OCC)C. The product is [F:29][C:26]([F:27])([F:28])[C:25]([C:21]1[CH:20]=[C:19]2[C:24](=[CH:23][CH:22]=1)[N:16]([CH2:15][C:3]1[N:4]=[C:5]([C:7]3[CH:8]=[CH:9][C:10]([CH:11]([OH:12])[CH3:36])=[CH:13][CH:14]=3)[O:6][C:2]=1[CH3:1])[C:17]([CH3:35])=[CH:18]2)([OH:34])[C:30]([F:33])([F:32])[F:31]. The yield is 0.850. (7) The reactants are [CH3:1][O:2][C:3]([C:5]1[C:13]([NH:14][C:15]2[CH:20]=[CH:19][C:18]([Br:21])=[CH:17][C:16]=2[Cl:22])=[C:12]([F:23])[C:8]2[N:9]=[CH:10][NH:11][C:7]=2[CH:6]=1)=[O:4].C([O-])([O-])=O.[K+].[K+].[CH:30]([S:32]([CH3:35])(=[O:34])=[O:33])=[CH2:31]. The catalyst is CN(C=O)C.C(OCC)(=O)C.O. The product is [CH3:1][O:2][C:3]([C:5]1[C:13]([NH:14][C:15]2[CH:20]=[CH:19][C:18]([Br:21])=[CH:17][C:16]=2[Cl:22])=[C:12]([F:23])[C:8]2[N:9]=[CH:10][N:11]([CH2:31][CH2:30][S:32]([CH3:35])(=[O:34])=[O:33])[C:7]=2[CH:6]=1)=[O:4]. The yield is 0.590. (8) The reactants are [CH2:1]([O:8][C:9]([NH:11][CH:12]([CH2:16][CH:17]([CH3:19])[CH3:18])[C:13]([OH:15])=O)=[O:10])[C:2]1[CH:7]=[CH:6][CH:5]=[CH:4][CH:3]=1.[NH2:20][C:21]1[CH:22]=[CH:23][C:24]([OH:31])=[C:25]([CH:30]=1)[C:26]([O:28][CH3:29])=[O:27].CCN(CC)CC.CN(C(ON1N=NC2C=CC=NC1=2)=[N+](C)C)C.F[P-](F)(F)(F)(F)F. The catalyst is CC#N. The product is [CH2:1]([O:8][C:9]([NH:11][CH:12]([CH2:16][CH:17]([CH3:19])[CH3:18])[C:13]([NH:20][C:21]1[CH:22]=[CH:23][C:24]([OH:31])=[C:25]([CH:30]=1)[C:26]([O:28][CH3:29])=[O:27])=[O:15])=[O:10])[C:2]1[CH:3]=[CH:4][CH:5]=[CH:6][CH:7]=1. The yield is 0.518.